Predict the reaction yield, written as a fraction of the theoretical maximum amount of product (1.0 means a 100% yield; for example, 0.34 means a 34% yield). From a dataset of Reaction yield outcomes from USPTO patents with 853,638 reactions. The reactants are C(OC([NH:6][C:7]([NH2:9])=S)=O)C.[CH3:10][O:11][C:12]1[CH:13]=[CH:14][C:15]([NH2:18])=[N:16][CH:17]=1.Cl.NO.CCN(C(C)C)C(C)C. The catalyst is C(O)C.CO. The product is [CH3:10][O:11][C:12]1[CH:13]=[CH:14][C:15]2[N:16]([N:6]=[C:7]([NH2:9])[N:18]=2)[CH:17]=1. The yield is 0.830.